Dataset: Reaction yield outcomes from USPTO patents with 853,638 reactions. Task: Predict the reaction yield, written as a fraction of the theoretical maximum amount of product (1.0 means a 100% yield; for example, 0.34 means a 34% yield). The reactants are [OH-].[Na+].[CH3:3][C:4]1([CH2:22][O:23]C(=O)CC)[O:9][CH2:8][C:7]2([CH2:14][O:13][C:12]([CH3:21])([CH2:15][O:16]C(=O)CC)[O:11][CH2:10]2)[CH2:6][O:5]1. The catalyst is O.CO. The product is [CH3:21][C:12]1([CH2:15][OH:16])[O:11][CH2:10][C:7]2([CH2:6][O:5][C:4]([CH3:3])([CH2:22][OH:23])[O:9][CH2:8]2)[CH2:14][O:13]1. The yield is 0.760.